From a dataset of Forward reaction prediction with 1.9M reactions from USPTO patents (1976-2016). Predict the product of the given reaction. (1) Given the reactants [N:1]1([C:7]2[N:8]=[C:9]([CH2:14][C:15]([O-:17])=O)[NH:10][C:11](=[O:13])[CH:12]=2)[CH2:6][CH2:5][O:4][CH2:3][CH2:2]1.[Na+].[Cl:19][C:20]1[C:28]([F:29])=[CH:27][CH:26]=[C:25]2[C:21]=1[CH2:22][CH:23]([CH3:30])[NH:24]2, predict the reaction product. The product is: [Cl:19][C:20]1[C:28]([F:29])=[CH:27][CH:26]=[C:25]2[C:21]=1[CH2:22][CH:23]([CH3:30])[N:24]2[C:15](=[O:17])[CH2:14][C:9]1[NH:10][C:11](=[O:13])[CH:12]=[C:7]([N:1]2[CH2:2][CH2:3][O:4][CH2:5][CH2:6]2)[N:8]=1. (2) Given the reactants [NH2:1][C@@H:2]([CH3:10])[C@@H:3]([C:5]1[S:6][CH:7]=[CH:8][N:9]=1)[OH:4].N[C@@H](C)[C@H:13](C1SC=CN=1)[OH:14].ClC(Cl)(OC(=O)OC(Cl)(Cl)Cl)Cl, predict the reaction product. The product is: [CH3:10][C@H:2]1[C@@H:3]([C:5]2[S:6][CH:7]=[CH:8][N:9]=2)[O:4][C:13](=[O:14])[NH:1]1. (3) Given the reactants Br[CH2:2][C:3]1[N:8]=[N:7][C:6]([C:9]([O:11][CH3:12])=[O:10])=[CH:5][CH:4]=1.C1N2CN3CN(C2)C[N:14]1C3.C(Cl)(Cl)[Cl:24], predict the reaction product. The product is: [ClH:24].[NH2:14][CH2:2][C:3]1[N:8]=[N:7][C:6]([C:9]([O:11][CH3:12])=[O:10])=[CH:5][CH:4]=1.